This data is from Peptide-MHC class I binding affinity with 185,985 pairs from IEDB/IMGT. The task is: Regression. Given a peptide amino acid sequence and an MHC pseudo amino acid sequence, predict their binding affinity value. This is MHC class I binding data. (1) The peptide sequence is DLWETLRRGGR. The MHC is Mamu-B03 with pseudo-sequence Mamu-B03. The binding affinity (normalized) is 0. (2) The peptide sequence is TGMIDGWYGY. The MHC is Mamu-B01 with pseudo-sequence Mamu-B01. The binding affinity (normalized) is 0. (3) The peptide sequence is TLLGLILFVL. The MHC is HLA-A02:03 with pseudo-sequence HLA-A02:03. The binding affinity (normalized) is 0.383. (4) The MHC is HLA-A02:17 with pseudo-sequence HLA-A02:17. The peptide sequence is VILAGPIPV. The binding affinity (normalized) is 0.362.